This data is from Full USPTO retrosynthesis dataset with 1.9M reactions from patents (1976-2016). The task is: Predict the reactants needed to synthesize the given product. (1) The reactants are: [NH:1]1[CH2:6][CH2:5][CH:4]([CH2:7][NH:8][C:9](=[O:18])[O:10][CH2:11][C:12]2[CH:17]=[CH:16][CH:15]=[CH:14][CH:13]=2)[CH2:3][CH2:2]1.[O:19]1[C:21]2([CH2:26][CH2:25][O:24][CH2:23][CH2:22]2)[CH2:20]1. Given the product [OH:19][C:21]1([CH2:20][N:1]2[CH2:6][CH2:5][CH:4]([CH2:7][NH:8][C:9](=[O:18])[O:10][CH2:11][C:12]3[CH:17]=[CH:16][CH:15]=[CH:14][CH:13]=3)[CH2:3][CH2:2]2)[CH2:26][CH2:25][O:24][CH2:23][CH2:22]1, predict the reactants needed to synthesize it. (2) Given the product [CH:9]1([O:14][C:15]2[N:23]=[C:22]3[C:18]([N:19]=[CH:20][N:21]3[C@@H:24]3[O:39][C@H:38]([CH3:40])[C@@H:26]([O:27][Si:28]([CH:35]([CH3:37])[CH3:36])([CH:29]([CH3:30])[CH3:31])[CH:32]([CH3:33])[CH3:34])[C@:25]3([CH:5]=[CH2:6])[OH:41])=[C:17]([NH2:42])[N:16]=2)[CH2:10][CH2:11][CH2:12][CH2:13]1, predict the reactants needed to synthesize it. The reactants are: [Cl-].[Ce+3].[Cl-].[Cl-].[CH:5]([Mg]Br)=[CH2:6].[CH:9]1([O:14][C:15]2[N:23]=[C:22]3[C:18]([N:19]=[CH:20][N:21]3[C@@H:24]3[O:39][C@H:38]([CH3:40])[C@@H:26]([O:27][Si:28]([CH:35]([CH3:37])[CH3:36])([CH:32]([CH3:34])[CH3:33])[CH:29]([CH3:31])[CH3:30])[C:25]3=[O:41])=[C:17]([NH2:42])[N:16]=2)[CH2:13][CH2:12][CH2:11][CH2:10]1.C(O)(=O)C. (3) Given the product [N:1]([C:4]1[CH:9]=[C:8]([NH:10][C:16](=[O:17])[C:15]2[C:19]([Cl:24])=[CH:20][C:21]([Cl:23])=[CH:22][C:14]=2[Cl:13])[CH:7]=[CH:6][N:5]=1)=[N+:2]=[N-:3], predict the reactants needed to synthesize it. The reactants are: [N:1]([C:4]1[CH:9]=[C:8]([NH2:10])[CH:7]=[CH:6][N:5]=1)=[N+:2]=[N-:3].[H-].[Na+].[Cl:13][C:14]1[CH:22]=[C:21]([Cl:23])[CH:20]=[C:19]([Cl:24])[C:15]=1[C:16](Cl)=[O:17]. (4) Given the product [CH3:31][O:32][C:19]1[N:18]=[CH:17][C:16]([C:15]2[C:7]([C:1]3[CH:6]=[CH:5][CH:4]=[CH:3][CH:2]=3)=[N:8][N:9]3[CH:14]=[CH:13][N:12]=[CH:11][C:10]=23)=[CH:21][CH:20]=1, predict the reactants needed to synthesize it. The reactants are: [C:1]1([C:7]2[C:15]([C:16]3[CH:17]=[N:18][C:19](S(C4C=CC=CC=4)(=O)=O)=[CH:20][CH:21]=3)=[C:10]3[CH:11]=[N:12][CH:13]=[CH:14][N:9]3[N:8]=2)[CH:6]=[CH:5][CH:4]=[CH:3][CH:2]=1.[CH3:31][O-:32].[Na+].